From a dataset of Experimentally validated miRNA-target interactions with 360,000+ pairs, plus equal number of negative samples. Binary Classification. Given a miRNA mature sequence and a target amino acid sequence, predict their likelihood of interaction. (1) The miRNA is hsa-miR-588 with sequence UUGGCCACAAUGGGUUAGAAC. The protein sequence of the target gene is MGRAMVARLGLGLLLLALLLPTQIYSSETTTGTSSNSSQSTSNSGLAPNPTNATTKAAGGALQSTASLFVVSLSLLHLYS. Result: 0 (no interaction). (2) The protein sequence of the target gene is MAVPGVGLLTRLNLCARRRTRVQRPIVRLLSCPGTVAKDLRRDEQPSGSVETGFEDKIPKRRFSEMQNERREQAQRTVLIHCPEKISENKFLKYLSQFGPINNHFFYESFGLYAVVEFCQKESIGSLQNGTHTPSTAMETAIPFRSRFFNLKLKNQTSERSRVRSSNQLPRSNKQLFELLCYAESIDDQLNTLLKEFQLTEENTKLRYLTCSLIEDMAAAYFPDCIVRPFGSSVNTFGKLGCDLDMFLDLDETRNLSAHKISGNFLMEFQVKNVPSERIATQKILSVLGECLDHFGPGCV.... The miRNA is hsa-miR-4497 with sequence CUCCGGGACGGCUGGGC. Result: 1 (interaction). (3) The miRNA is hsa-miR-4271 with sequence GGGGGAAGAAAAGGUGGGG. The protein sequence of the target gene is MSRYTRPPNTSLFIRNVADATRPEDLRREFGRYGPIVDVYIPLDFYTRRPRGFAYVQFEDVRDAEDALYNLNRKWVCGRQIEIQFAQGDRKTPGQMKSKERHPCSPSDHRRSRSPSQRRTRSRSSSWGRNRRRSDSLKESRHRRFSYSQSKSRSKSLPRRSTSARQSRTPRRNFGSRGRSRSKSLQKRSKSIGKSQSSSPQKQTSSGTKSRSHGRHSDSIARSPCKSPKGYTNSETKVQTAKHSHFRSHSRSRSYRHKNSW. Result: 0 (no interaction). (4) The miRNA is hsa-miR-1185-1-3p with sequence AUAUACAGGGGGAGACUCUUAU. The protein sequence of the target gene is MVSKLTSLQQELLSALLSSGVTKEVLIQALEELLPSPNFGVKLETLPLSPGSGADLDTKPVFHTLTNGHAKGRLSGDEGSEDGDDYDTPPILKELQALNTEEAAEQRAEVDRMLSEDPWRAAKMIKGYMQQHNIPQREVVDVTGLNQSHLSQHLNKGTPMKTQKRAALYTWYVRKQREILRQFNQTVQSSGNMTDKSSQDQLLFLFPEFSQQNQGPGQSEDTCSEPTNKKMRRNRFKWGPASQQILYQAYDRQKNPSKEEREALVEECNRAECLQRGVSPSKAHGLGSNLVTEVRVYNWF.... Result: 0 (no interaction). (5) The miRNA is hsa-miR-524-3p with sequence GAAGGCGCUUCCCUUUGGAGU. The protein sequence of the target gene is MAAPEPARAAPPPPPPPPPPLGADRVVKAVPFPPTHRLTSEEVFDMDGIPRVDVLKNHLVKEGRVDEEIALRIINEGAAILRREKTMIEVEAPITVCGDIHGQFFDLMKLFEVGGSPANTRYLFLGDYVDRGYFSIECVLYLWVLKILYPSTLFLLRGNHECRHLTEYFTFKQECKIKYSERVYEACMEAFDSLPLAALLNQQFLCVHGGLSPEIHTLDDIRRLDRFKEPPAFGPMCDLLWSDPSEDFGNEKSQEHFSHNTVRGCSYFYNYPAVCEFLQNNNLLSIIRAHEAQDAGYRMY.... Result: 0 (no interaction). (6) The miRNA is hsa-miR-484 with sequence UCAGGCUCAGUCCCCUCCCGAU. The protein sequence of the target gene is MKAADEPAYLTVGTDVSAKYRGAFCEAKIKTVKRLVKVKVLLKQDNTTQLVQDDQVKGPLRVGAIVETRTSDGSFQEAIISKLTDASWYTVVFDDGDERTLRRTSLCLKGERHFAESETLDQLPLTNPEHFGTPVIAKKTNRGRRSSLPVTEDEKEEESSEEEDEDKRRLNDELLGKVVSVVSATERTEWYPALVISPSCNDDITVKKDQCLVRSFIDSKFYSIARKDIKEVDILNLPESELSTKPGLQKASIFLKTRVVPDNWKMDISEILESSSSDDEDGPAEENDEEKEKEAKKTEE.... Result: 0 (no interaction). (7) The miRNA is mmu-miR-181a-5p with sequence AACAUUCAACGCUGUCGGUGAGU. The protein sequence of the target gene is MAPPLRPLARLRPPGMLLRALLLLLLLSPLPGVWCFSELSFVKEPQDVTVTRKDPVVLDCQAHGEVPIKVTWLKNGAKMSENKRIEVLSNGSLYISEVEGRRGEQSDEGFYQCLAMNKYGAILSQKAHLALSTISAFEVQPISTEVHEGGVARFACKISSHPPAVITWEFNRTTLPMTMDRITALPTGVLQIYDVSQRDSGNYRCIAATVAHRRKSMEASLTVIPAKESKSFHTPTIIAGPQNITTSLHQTVVLECMATGNPKPIISWSRLDHKSIDVFNTRVLGNGNLMISDVRLQHAG.... Result: 0 (no interaction).